Dataset: Full USPTO retrosynthesis dataset with 1.9M reactions from patents (1976-2016). Task: Predict the reactants needed to synthesize the given product. The reactants are: [Mg].Br[C:3]1[CH:8]=[CH:7][C:6]([Br:9])=[CH:5][CH:4]=1.BrCCBr.[CH3:14][C:15]1([CH3:22])[O:20][CH2:19][C:18](=[O:21])[CH2:17][O:16]1. Given the product [Br:9][C:6]1[CH:7]=[CH:8][C:3]([C:18]2([OH:21])[CH2:19][O:20][C:15]([CH3:22])([CH3:14])[O:16][CH2:17]2)=[CH:4][CH:5]=1, predict the reactants needed to synthesize it.